From a dataset of Catalyst prediction with 721,799 reactions and 888 catalyst types from USPTO. Predict which catalyst facilitates the given reaction. Product: [CH3:1][O:2][C:3]1[CH:11]=[CH:10][C:6]([C:7]2[CH2:23][C:18]([C:19]([OH:21])=[O:20])([CH2:17][N:12]3[CH:16]=[N:15][CH:14]=[N:13]3)[O:9][N:8]=2)=[CH:5][CH:4]=1. Reactant: [CH3:1][O:2][C:3]1[CH:11]=[CH:10][C:6]([CH:7]=[N:8][OH:9])=[CH:5][CH:4]=1.[N:12]1([CH2:17][C:18](=[CH2:23])[C:19]([O:21]C)=[O:20])[CH:16]=[N:15][CH:14]=[N:13]1. The catalyst class is: 2.